From a dataset of NCI-60 drug combinations with 297,098 pairs across 59 cell lines. Regression. Given two drug SMILES strings and cell line genomic features, predict the synergy score measuring deviation from expected non-interaction effect. (1) Drug 1: C1=C(C(=O)NC(=O)N1)F. Drug 2: CN(CCCl)CCCl.Cl. Cell line: HCT116. Synergy scores: CSS=60.7, Synergy_ZIP=-2.22, Synergy_Bliss=-2.13, Synergy_Loewe=-0.726, Synergy_HSA=0.152. (2) Drug 1: CC1=CC2C(CCC3(C2CCC3(C(=O)C)OC(=O)C)C)C4(C1=CC(=O)CC4)C. Drug 2: CCC1(C2=C(COC1=O)C(=O)N3CC4=CC5=C(C=CC(=C5CN(C)C)O)N=C4C3=C2)O.Cl. Cell line: MALME-3M. Synergy scores: CSS=12.7, Synergy_ZIP=-2.05, Synergy_Bliss=1.96, Synergy_Loewe=-19.3, Synergy_HSA=-2.11.